This data is from Peptide-MHC class II binding affinity with 134,281 pairs from IEDB. The task is: Regression. Given a peptide amino acid sequence and an MHC pseudo amino acid sequence, predict their binding affinity value. This is MHC class II binding data. (1) The peptide sequence is FHVRGARRSGDVLWD. The MHC is HLA-DQA10501-DQB10302 with pseudo-sequence HLA-DQA10501-DQB10302. The binding affinity (normalized) is 0.396. (2) The peptide sequence is KDGRKLVVPCRPQDELI. The MHC is DRB1_1101 with pseudo-sequence DRB1_1101. The binding affinity (normalized) is 0.359. (3) The peptide sequence is AVQVTFTVQKGSDPK. The MHC is HLA-DPA10201-DPB10101 with pseudo-sequence HLA-DPA10201-DPB10101. The binding affinity (normalized) is 0.326.